This data is from Forward reaction prediction with 1.9M reactions from USPTO patents (1976-2016). The task is: Predict the product of the given reaction. (1) Given the reactants [Cl:1][C:2]1[CH:7]=[CH:6][N:5]2[C:8](I)=[C:9]([CH2:11][O:12][CH3:13])[N:10]=[C:4]2[CH:3]=1.[F:15][C:16]1[CH:17]=[CH:18][C:19]2=[C:20]([CH:36]=1)[O:21][CH2:22][C:23]1[CH:33]=[C:32]([CH:34]=[O:35])[CH:31]=[CH:30][C:24]=1/[C:25]/2=[C:26](/[CH3:29])\[C:27]#[N:28], predict the reaction product. The product is: [Cl:1][C:2]1[CH:7]=[CH:6][N:5]2[C:8]([CH:34]([OH:35])[C:32]3[CH:31]=[CH:30][C:24]4/[C:25](=[C:26](/[CH3:29])\[C:27]#[N:28])/[C:19]5[CH:18]=[CH:17][C:16]([F:15])=[CH:36][C:20]=5[O:21][CH2:22][C:23]=4[CH:33]=3)=[C:9]([CH2:11][O:12][CH3:13])[N:10]=[C:4]2[CH:3]=1. (2) Given the reactants [S:1]1[CH:5]=[CH:4][CH:3]=[C:2]1[S:6](Cl)(=[O:8])=[O:7].[Cl:10][C:11]1[CH:16]=[C:15]([Cl:17])[CH:14]=[CH:13][C:12]=1[N:18]1[C:22]([C:23]2[CH:28]=[CH:27][C:26]([OH:29])=[CH:25][CH:24]=2)=[C:21]([CH3:30])[C:20]([C:31]([NH:33][N:34]2[CH2:39][CH2:38][CH2:37][CH2:36][CH2:35]2)=[O:32])=[N:19]1.O, predict the reaction product. The product is: [S:1]1[CH:5]=[CH:4][CH:3]=[C:2]1[S:6]([O:29][C:26]1[CH:25]=[CH:24][C:23]([C:22]2[N:18]([C:12]3[CH:13]=[CH:14][C:15]([Cl:17])=[CH:16][C:11]=3[Cl:10])[N:19]=[C:20]([C:31]([NH:33][N:34]3[CH2:35][CH2:36][CH2:37][CH2:38][CH2:39]3)=[O:32])[C:21]=2[CH3:30])=[CH:28][CH:27]=1)(=[O:8])=[O:7]. (3) Given the reactants [C:1]([O:5][C:6](=[O:49])[NH:7][CH:8]([C:21](=[O:48])[N:22]([CH:34]([C:36]1[NH:37][CH:38]=[C:39]([C:41]2[CH:46]=[CH:45][CH:44]=[C:43](Br)[CH:42]=2)[N:40]=1)[CH3:35])[CH2:23][C:24]1[CH:29]=[CH:28][C:27]([O:30][CH3:31])=[C:26]([O:32][CH3:33])[CH:25]=1)[CH2:9][C:10]1[C:15]([CH3:16])=[CH:14][C:13]([C:17](=[O:19])[NH2:18])=[CH:12][C:11]=1[CH3:20])([CH3:4])([CH3:3])[CH3:2].[C:50]([O-])([O-:52])=[O:51].[K+].[K+], predict the reaction product. The product is: [C:1]([O:5][C:6]([NH:7][CH:8]([CH2:9][C:10]1[C:15]([CH3:16])=[CH:14][C:13]([C:17](=[O:19])[NH2:18])=[CH:12][C:11]=1[CH3:20])[C:21]([N:22]([CH2:23][C:24]1[CH:29]=[CH:28][C:27]([O:30][CH3:31])=[C:26]([O:32][CH3:33])[CH:25]=1)[CH:34]([C:36]1[NH:37][CH:38]=[C:39]([C:41]2[CH:42]=[C:43]([CH:44]=[CH:45][CH:46]=2)[C:50]([OH:52])=[O:51])[N:40]=1)[CH3:35])=[O:48])=[O:49])([CH3:4])([CH3:3])[CH3:2]. (4) Given the reactants [C:1](=[N:14][NH2:15])([C:8]1[CH:13]=[CH:12][CH:11]=[CH:10][CH:9]=1)[C:2]1[CH:7]=[CH:6][CH:5]=[CH:4][CH:3]=1.[F:16][C:17]([F:25])([C:21]([F:24])([F:23])[F:22])[C:18](=O)[CH3:19], predict the reaction product. The product is: [C:2]1([C:1]([C:8]2[CH:9]=[CH:10][CH:11]=[CH:12][CH:13]=2)=[N:14][N:15]=[C:18]([C:17]([F:25])([F:16])[C:21]([F:24])([F:23])[F:22])[CH3:19])[CH:7]=[CH:6][CH:5]=[CH:4][CH:3]=1. (5) Given the reactants Br[C:2]1[CH:14]=[N:13][C:5]2[NH:6][C:7](=[O:12])[CH2:8][N:9]([CH3:11])[CH2:10][C:4]=2[CH:3]=1.[C:15]([O:19][C:20]([CH3:23])([CH3:22])[CH3:21])(=[O:18])[CH:16]=[CH2:17].C(N(C(C)C)C(C)C)C.CC1C=CC=CC=1P(C1C=CC=CC=1C)C1C=CC=CC=1C, predict the reaction product. The product is: [C:20]([O:19][C:15](=[O:18])/[CH:16]=[CH:17]/[C:2]1[CH:14]=[N:13][C:5]2[NH:6][C:7](=[O:12])[CH2:8][N:9]([CH3:11])[CH2:10][C:4]=2[CH:3]=1)([CH3:23])([CH3:22])[CH3:21]. (6) The product is: [ClH:41].[ClH:39].[CH:1]1([NH:7][C:8]2[C:12]3([CH2:13][CH2:14][NH:15][CH2:16][CH2:17]3)[N:11]([C:25]3[CH:26]=[CH:27][C:28]([I:31])=[CH:29][CH:30]=3)[C:10](=[O:32])[N:9]=2)[CH2:2][CH2:3][CH2:4][CH2:5][CH2:6]1. Given the reactants [CH:1]1([NH:7][C:8]2[C:12]3([CH2:17][CH2:16][N:15](C(OC(C)(C)C)=O)[CH2:14][CH2:13]3)[N:11]([C:25]3[CH:30]=[CH:29][C:28]([I:31])=[CH:27][CH:26]=3)[C:10](=[O:32])[N:9]=2)[CH2:6][CH2:5][CH2:4][CH2:3][CH2:2]1.O1CCOCC1.[ClH:39].C(Cl)[Cl:41], predict the reaction product. (7) Given the reactants [N:1]1[CH:6]=[CH:5][CH:4]=[CH:3][C:2]=1[C:7]1[CH:19]=[CH:18][C:17]2[C:16]3[C:11](=[CH:12][CH:13]=[CH:14][CH:15]=3)[N:10]([C:20]3[CH:32]=[CH:31][C:30]4[C:29]5[C:24](=[CH:25][CH:26]=[CH:27][CH:28]=5)[NH:23][C:22]=4[CH:21]=3)[C:9]=2[CH:8]=1.Cl[C:34]1[CH:39]=[C:38]([C:40]2[CH:45]=[CH:44][CH:43]=[CH:42][CH:41]=2)[CH:37]=[CH:36][N:35]=1.CC(P(C(C)(C)C)C1C(C2C=CC=CC=2)=CC=CC=1)(C)C.CC([O-])(C)C.[Na+], predict the reaction product. The product is: [C:40]1([C:38]2[CH:39]=[CH:34][N:35]=[C:36]([N:23]3[C:22]4[CH:21]=[C:20]([N:10]5[C:9]6[CH:8]=[C:7]([C:2]7[CH:3]=[CH:4][CH:5]=[CH:6][N:1]=7)[CH:19]=[CH:18][C:17]=6[C:16]6[C:11]5=[CH:12][CH:13]=[CH:14][CH:15]=6)[CH:32]=[CH:31][C:30]=4[C:29]4[C:24]3=[CH:25][CH:26]=[CH:27][CH:28]=4)[CH:37]=2)[CH:41]=[CH:42][CH:43]=[CH:44][CH:45]=1. (8) Given the reactants [CH:1]1[C:6]([OH:7])=[CH:5][CH:4]=[C:3]([CH3:8])[CH:2]=1.N1C=CC=CC=1.[N+:15]([C:18]1[CH:19]=[C:20]([S:24](Cl)(=[O:26])=[O:25])[CH:21]=[CH:22][CH:23]=1)([O-])=O.[Sn](Cl)Cl, predict the reaction product. The product is: [NH2:15][C:18]1[CH:19]=[C:20]([S:24]([O:7][C:6]2[CH:5]=[CH:4][C:3]([CH3:8])=[CH:2][CH:1]=2)(=[O:26])=[O:25])[CH:21]=[CH:22][CH:23]=1. (9) Given the reactants C[O:2][C:3]1[CH:12]=[CH:11][CH:10]=[C:9]2[C:4]=1[CH:5]=[CH:6][C:7]([N:13]1[C:17]([CH3:18])=[CH:16][C:15]([O:19][CH2:20][CH2:21][N:22]3[CH2:27][CH2:26][O:25][CH2:24][CH2:23]3)=[N:14]1)=[CH:8]2, predict the reaction product. The product is: [OH:2][C:3]1[CH:12]=[CH:11][CH:10]=[C:9]2[C:4]=1[CH:5]=[CH:6][C:7]([N:13]1[C:17]([CH3:18])=[CH:16][C:15]([O:19][CH2:20][CH2:21][N:22]3[CH2:27][CH2:26][O:25][CH2:24][CH2:23]3)=[N:14]1)=[CH:8]2.